Predict the product of the given reaction. From a dataset of Forward reaction prediction with 1.9M reactions from USPTO patents (1976-2016). Given the reactants Cl[C:2]1[C:7]([O:8][CH3:9])=[CH:6][N:5]=[C:4]([C:10]2[CH:15]=[CH:14][CH:13]=[CH:12][N:11]=2)[N:3]=1.[CH3:16][O:17][C:18]1[CH:23]=[CH:22][CH:21]=[C:20]([NH2:24])[CH:19]=1, predict the reaction product. The product is: [CH3:16][O:17][C:18]1[CH:19]=[C:20]([CH:21]=[CH:22][CH:23]=1)[NH:24][C:2]1[C:7]([O:8][CH3:9])=[CH:6][N:5]=[C:4]([C:10]2[CH:15]=[CH:14][CH:13]=[CH:12][N:11]=2)[N:3]=1.